From a dataset of Full USPTO retrosynthesis dataset with 1.9M reactions from patents (1976-2016). Predict the reactants needed to synthesize the given product. (1) Given the product [O:1]=[C:2]1[C:7]2=[CH:8][C:9]3[CH:10]=[CH:11][C:12]([C:15]([OH:17])=[O:16])=[CH:13][C:14]=3[N:6]2[C:5]2([CH2:20][CH2:21][CH2:22]2)[CH2:4][NH:3]1, predict the reactants needed to synthesize it. The reactants are: [O:1]=[C:2]1[C:7]2=[CH:8][C:9]3[CH:10]=[CH:11][C:12]([C:15]([O:17]CC)=[O:16])=[CH:13][C:14]=3[N:6]2[C:5]2([CH2:22][CH2:21][CH2:20]2)[CH2:4][NH:3]1.CO.[OH-].[Na+].Cl. (2) Given the product [F:35][C:36]1[CH:41]=[CH:40][CH:39]=[C:38]([F:42])[C:37]=1[O:43][C:2]1[N:12]=[C:11]([NH:13][C:14]2[CH:19]=[CH:18][C:17]([N:20]3[CH2:25][CH2:24][N:23]([C:26]([O:28][C:29]([CH3:32])([CH3:31])[CH3:30])=[O:27])[CH2:22][CH2:21]3)=[CH:16][C:15]=2[O:33][CH3:34])[C:5]2[C:6](=[O:10])[NH:7][N:8]=[CH:9][C:4]=2[CH:3]=1, predict the reactants needed to synthesize it. The reactants are: Cl[C:2]1[N:12]=[C:11]([NH:13][C:14]2[CH:19]=[CH:18][C:17]([N:20]3[CH2:25][CH2:24][N:23]([C:26]([O:28][C:29]([CH3:32])([CH3:31])[CH3:30])=[O:27])[CH2:22][CH2:21]3)=[CH:16][C:15]=2[O:33][CH3:34])[C:5]2[C:6](=[O:10])[NH:7][N:8]=[CH:9][C:4]=2[CH:3]=1.[F:35][C:36]1[CH:41]=[CH:40][CH:39]=[C:38]([F:42])[C:37]=1[OH:43].CN(C)CC(O)=O.C(=O)([O-])[O-].[Cs+].[Cs+]. (3) Given the product [Cl:13][C:14]1[N:15]=[C:16]([N:25]2[CH2:26][CH2:27][O:28][CH2:29][CH2:30]2)[C:17]2[S:22][C:21]([CH2:23][N:10]3[CH2:9][CH2:8][N:7]([CH:6]4[CH2:5][CH2:4][O:3][CH:2]4[CH3:1])[CH2:12][CH2:11]3)=[CH:20][C:18]=2[N:19]=1, predict the reactants needed to synthesize it. The reactants are: [CH3:1][CH:2]1[CH:6]([N:7]2[CH2:12][CH2:11][NH:10][CH2:9][CH2:8]2)[CH2:5][CH2:4][O:3]1.[Cl:13][C:14]1[N:15]=[C:16]([N:25]2[CH2:30][CH2:29][O:28][CH2:27][CH2:26]2)[C:17]2[S:22][C:21]([CH:23]=O)=[CH:20][C:18]=2[N:19]=1. (4) Given the product [Br:8][C:7]1[C:2]([NH:1][CH:19]=[C:14]2[C:15](=[O:16])[O:17][C:10]([CH3:18])([CH3:9])[O:11][C:12]2=[O:13])=[N:3][CH:4]=[CH:5][CH:6]=1, predict the reactants needed to synthesize it. The reactants are: [NH2:1][C:2]1[C:7]([Br:8])=[CH:6][CH:5]=[CH:4][N:3]=1.[CH3:9][C:10]1([CH3:18])[O:17][C:15](=[O:16])[CH2:14][C:12](=[O:13])[O:11]1.[CH:19](OC)(OC)OC. (5) Given the product [N:25]([CH2:2][C:3]1[CH:4]=[N:5][C:6]([C:9]([F:12])([F:11])[F:10])=[N:7][CH:8]=1)=[N+:26]=[N-:27], predict the reactants needed to synthesize it. The reactants are: O[CH2:2][C:3]1[CH:4]=[N:5][C:6]([C:9]([F:12])([F:11])[F:10])=[N:7][CH:8]=1.C(N(CC)CC)C.CS(Cl)(=O)=O.[N-:25]=[N+:26]=[N-:27].[Na+]. (6) The reactants are: [H-].[Na+].[F:3][C:4]1[CH:5]=[C:6]2[C:10](=[C:11]([C:13]3[CH:18]=[CH:17][C:16]([NH:19][S:20]([CH3:23])(=[O:22])=[O:21])=[CH:15][CH:14]=3)[CH:12]=1)[NH:9][CH:8]=[C:7]2[CH3:24].[Cl:25][C:26]1[CH:33]=[C:32]([Cl:34])[CH:31]=[CH:30][C:27]=1[CH2:28]Cl. Given the product [Cl:25][C:26]1[CH:33]=[C:32]([Cl:34])[CH:31]=[CH:30][C:27]=1[CH2:28][N:9]1[C:10]2[C:6](=[CH:5][C:4]([F:3])=[CH:12][C:11]=2[C:13]2[CH:18]=[CH:17][C:16]([NH:19][S:20]([CH3:23])(=[O:21])=[O:22])=[CH:15][CH:14]=2)[C:7]([CH3:24])=[CH:8]1, predict the reactants needed to synthesize it.